From a dataset of Peptide-MHC class I binding affinity with 185,985 pairs from IEDB/IMGT. Regression. Given a peptide amino acid sequence and an MHC pseudo amino acid sequence, predict their binding affinity value. This is MHC class I binding data. (1) The peptide sequence is YMKFFGNFK. The MHC is HLA-B15:01 with pseudo-sequence HLA-B15:01. The binding affinity (normalized) is 0.0847. (2) The peptide sequence is GLLDSIKMI. The MHC is HLA-A02:03 with pseudo-sequence HLA-A02:03. The binding affinity (normalized) is 0.755. (3) The peptide sequence is GLFDINVIGL. The MHC is HLA-A02:01 with pseudo-sequence HLA-A02:01. The binding affinity (normalized) is 0.761. (4) The peptide sequence is GEKALKLSWF. The MHC is HLA-B44:03 with pseudo-sequence HLA-B44:03. The binding affinity (normalized) is 0.546. (5) The peptide sequence is PPFGDSYII. The MHC is HLA-B53:01 with pseudo-sequence HLA-B53:01. The binding affinity (normalized) is 0.310. (6) The peptide sequence is SFWFFHPPY. The MHC is HLA-A03:01 with pseudo-sequence HLA-A03:01. The binding affinity (normalized) is 0.0847. (7) The peptide sequence is YTCNKPYTA. The MHC is HLA-A02:03 with pseudo-sequence HLA-A02:03. The binding affinity (normalized) is 0.326. (8) The peptide sequence is FMSMVSHEL. The MHC is HLA-A02:01 with pseudo-sequence HLA-A02:01. The binding affinity (normalized) is 1.00. (9) The peptide sequence is LMTHTWHAK. The MHC is HLA-B18:01 with pseudo-sequence HLA-B18:01. The binding affinity (normalized) is 0.0847.